This data is from Full USPTO retrosynthesis dataset with 1.9M reactions from patents (1976-2016). The task is: Predict the reactants needed to synthesize the given product. (1) Given the product [NH3:1].[N:1]12[CH2:7][CH2:6][CH:5]([CH2:8][CH2:9]1)[N:4]([C:10]([C:12]1[O:16][C:15]([C:17]3[CH:22]=[CH:21][C:20]([NH+:23]([O-:33])[C:24](=[O:27])[CH:25]=[CH2:26])=[CH:19][CH:18]=3)=[CH:14][CH:13]=1)=[O:11])[CH2:3][CH2:2]2, predict the reactants needed to synthesize it. The reactants are: [N:1]12[CH2:9][CH2:8][CH:5]([CH2:6][CH2:7]1)[N:4]([C:10]([C:12]1[O:16][C:15]([C:17]3[CH:22]=[CH:21][C:20]([NH:23][C:24](=[O:27])[CH:25]=[CH2:26])=[CH:19][CH:18]=3)=[CH:14][CH:13]=1)=[O:11])[CH2:3][CH2:2]2.ClC1C=C(C=CC=1)C(OO)=[O:33]. (2) Given the product [Br:8][C:4]1[N:3]=[C:2]([N:13]([CH2:14][CH2:15][CH2:16][CH3:17])[CH2:9][CH2:10][CH2:11][CH3:12])[CH:7]=[CH:6][CH:5]=1, predict the reactants needed to synthesize it. The reactants are: Br[C:2]1[CH:7]=[CH:6][CH:5]=[C:4]([Br:8])[N:3]=1.[CH2:9]([NH:13][CH2:14][CH2:15][CH2:16][CH3:17])[CH2:10][CH2:11][CH3:12].C(=O)([O-])[O-].[K+].[K+]. (3) Given the product [CH2:23]([C:25]1[CH:30]=[CH:29][C:28]([C:2]2[CH:3]=[C:4]([NH:14][C:15]([C:17]3[N:18]=[N:19][CH:20]=[CH:21][CH:22]=3)=[O:16])[CH:5]=[N:6][C:7]=2[O:8][CH2:9][C:10]([F:13])([F:12])[F:11])=[CH:27][CH:26]=1)[CH3:24], predict the reactants needed to synthesize it. The reactants are: Br[C:2]1[CH:3]=[C:4]([NH:14][C:15]([C:17]2[N:18]=[N:19][CH:20]=[CH:21][CH:22]=2)=[O:16])[CH:5]=[N:6][C:7]=1[O:8][CH2:9][C:10]([F:13])([F:12])[F:11].[CH2:23]([C:25]1[CH:30]=[CH:29][C:28](B(O)O)=[CH:27][CH:26]=1)[CH3:24].